Dataset: Full USPTO retrosynthesis dataset with 1.9M reactions from patents (1976-2016). Task: Predict the reactants needed to synthesize the given product. (1) Given the product [CH:13]1([CH:5]([C:6]([O:8][C:9]([CH3:12])([CH3:11])[CH3:10])=[O:7])[CH:4]([NH2:19])[CH:3]=[O:20])[CH2:14][CH2:15][CH2:16][CH2:17][CH2:18]1, predict the reactants needed to synthesize it. The reactants are: CN(OC)[C:3](=[O:20])[CH:4]([NH2:19])[CH:5]([CH:13]1[CH2:18][CH2:17][CH2:16][CH2:15][CH2:14]1)[C:6]([O:8][C:9]([CH3:12])([CH3:11])[CH3:10])=[O:7].[H-].COCCO[Al+]OCCOC.[Na+].[H-].[OH-].[Na+]. (2) Given the product [C:1]([O:5][C:6]([N:8]1[CH2:13][CH2:12][CH:11]([O:14][C:15]2[C:24]3[C:19](=[CH:20][CH:21]=[C:22]([CH:57]=[O:58])[CH:23]=3)[N:18]=[CH:17][CH:16]=2)[CH2:10][CH2:9]1)=[O:7])([CH3:4])([CH3:3])[CH3:2], predict the reactants needed to synthesize it. The reactants are: [C:1]([O:5][C:6]([N:8]1[CH2:13][CH2:12][CH:11]([O:14][C:15]2[C:24]3[C:19](=[CH:20][CH:21]=[C:22](I)[CH:23]=3)[N:18]=[CH:17][CH:16]=2)[CH2:10][CH2:9]1)=[O:7])([CH3:4])([CH3:3])[CH3:2].C(N(CC)CC)C.C([SiH](CCCCCC)CCCCCC)CCCCC.[C]=O.CN([CH:57]=[O:58])C. (3) Given the product [CH2:1]([N:8]([CH2:21][C:22]1[CH:23]=[CH:24][C:25]([O:26][C:27]2[CH:28]=[CH:29][C:30]([CH2:33][CH2:34][C:35]([NH:45][CH2:44][C:43]([OH:46])=[O:42])=[O:36])=[CH:31][CH:32]=2)=[CH:38][CH:39]=1)[C:9]1[CH:14]=[CH:13][CH:12]=[C:11]([NH:15][S:16]([CH3:19])(=[O:17])=[O:18])[C:10]=1[CH3:20])[C:2]1[CH:7]=[CH:6][CH:5]=[CH:4][CH:3]=1, predict the reactants needed to synthesize it. The reactants are: [CH2:1]([N:8]([CH2:21][C:22]1[CH:39]=[CH:38][C:25]([O:26][C:27]2[CH:32]=[CH:31][C:30]([CH2:33][CH2:34][C:35](O)=[O:36])=[CH:29][CH:28]=2)=[CH:24][CH:23]=1)[C:9]1[CH:14]=[CH:13][CH:12]=[C:11]([NH:15][S:16]([CH3:19])(=[O:18])=[O:17])[C:10]=1[CH3:20])[C:2]1[CH:7]=[CH:6][CH:5]=[CH:4][CH:3]=1.Cl.C[O:42][C:43](=[O:46])[CH2:44][NH2:45].C(N(C(C)C)CC)(C)C.CCN=C=NCCCN(C)C.C1C=CC2N(O)N=NC=2C=1. (4) The reactants are: Cl.Cl.Cl.[NH2:4][CH2:5][C@H:6]([N:11]1[CH2:16][CH2:15][N:14]([CH2:17][C:18]2[CH:23]=[CH:22][C:21]([F:24])=[CH:20][CH:19]=2)[CH2:13][CH2:12]1)[C:7]([O:9][CH3:10])=[O:8].Cl.[CH3:26][C:27]1[CH:36]=[C:35]([CH2:37][O:38][C:39]2[CH:44]=[CH:43][C:42]([S:45](Cl)(=[O:47])=[O:46])=[CH:41][CH:40]=2)[C:34]2[C:29](=[CH:30][CH:31]=[CH:32][CH:33]=2)[N:28]=1. Given the product [F:24][C:21]1[CH:20]=[CH:19][C:18]([CH2:17][N:14]2[CH2:13][CH2:12][N:11]([C@@H:6]([CH2:5][NH:4][S:45]([C:42]3[CH:43]=[CH:44][C:39]([O:38][CH2:37][C:35]4[C:34]5[C:29](=[CH:30][CH:31]=[CH:32][CH:33]=5)[N:28]=[C:27]([CH3:26])[CH:36]=4)=[CH:40][CH:41]=3)(=[O:46])=[O:47])[C:7]([O:9][CH3:10])=[O:8])[CH2:16][CH2:15]2)=[CH:23][CH:22]=1, predict the reactants needed to synthesize it. (5) Given the product [Br:35][C:13]1[C:14]2[C:15](=[N:16][C:17]([C:27]3[CH:28]=[CH:29][C:30]([CH3:33])=[CH:31][CH:32]=3)=[C:18]([C:20]3[CH:21]=[CH:22][C:23]([CH3:26])=[CH:24][CH:25]=3)[N:19]=2)[N:11]([CH2:10][CH2:9][CH2:8][CH2:7][CH2:6][CH2:5][C:4]([O:3][CH2:1][CH3:2])=[O:34])[CH:12]=1, predict the reactants needed to synthesize it. The reactants are: [CH2:1]([O:3][C:4](=[O:34])[CH2:5][CH2:6][CH2:7][CH2:8][CH2:9][CH2:10][N:11]1[C:15]2=[N:16][C:17]([C:27]3[CH:32]=[CH:31][C:30]([CH3:33])=[CH:29][CH:28]=3)=[C:18]([C:20]3[CH:25]=[CH:24][C:23]([CH3:26])=[CH:22][CH:21]=3)[N:19]=[C:14]2[CH:13]=[CH:12]1)[CH3:2].[Br:35]N1C(=O)CCC1=O.